From a dataset of Reaction yield outcomes from USPTO patents with 853,638 reactions. Predict the reaction yield, written as a fraction of the theoretical maximum amount of product (1.0 means a 100% yield; for example, 0.34 means a 34% yield). (1) The reactants are [CH3:1][C:2]1[CH:7]=[CH:6][C:5]([S:8]([O-:10])=[O:9])=[CH:4][CH:3]=1.[Na+].Cl.O. The catalyst is CC(OC)(C)C. The product is [CH3:1][C:2]1[CH:7]=[CH:6][C:5]([S:8]([OH:10])=[O:9])=[CH:4][CH:3]=1. The yield is 0.930. (2) The reactants are [CH2:1]([O:8][C:9]1[C:13]([CH2:14][CH2:15][CH2:16][O:17][C:18]2[CH:23]=[CH:22][C:21]([CH2:24][CH2:25][C:26]([O:28]C)=[O:27])=[C:20]([O:30][CH2:31][CH3:32])[CH:19]=2)=[CH:12][N:11]([C:33]2[CH:38]=[CH:37][C:36]([C:39]([F:42])([F:41])[F:40])=[CH:35][N:34]=2)[N:10]=1)[C:2]1[CH:7]=[CH:6][CH:5]=[CH:4][CH:3]=1.[OH-].[Na+].O1CCCC1.Cl. The catalyst is CO. The product is [CH2:1]([O:8][C:9]1[C:13]([CH2:14][CH2:15][CH2:16][O:17][C:18]2[CH:23]=[CH:22][C:21]([CH2:24][CH2:25][C:26]([OH:28])=[O:27])=[C:20]([O:30][CH2:31][CH3:32])[CH:19]=2)=[CH:12][N:11]([C:33]2[CH:38]=[CH:37][C:36]([C:39]([F:40])([F:41])[F:42])=[CH:35][N:34]=2)[N:10]=1)[C:2]1[CH:3]=[CH:4][CH:5]=[CH:6][CH:7]=1. The yield is 0.650.